Dataset: Forward reaction prediction with 1.9M reactions from USPTO patents (1976-2016). Task: Predict the product of the given reaction. (1) Given the reactants Br[C:2]1[C:3]([C@@H:8]([NH:18][C:19](=[O:31])[CH2:20][C:21]2[C:29]3[C:24](=[CH:25][CH:26]=[C:27]([F:30])[CH:28]=3)[NH:23][CH:22]=2)[CH2:9][C:10]2[CH:15]=[C:14]([F:16])[CH:13]=[C:12]([F:17])[CH:11]=2)=[N:4][CH:5]=[CH:6][CH:7]=1.[NH2:32][C:33]1[CH:34]=[C:35](B(O)O)[CH:36]=[CH:37][C:38]=1[F:39].C([O-])([O-])=O.[K+].[K+].C(OCC)(=O)C, predict the reaction product. The product is: [NH2:32][C:33]1[CH:34]=[C:35]([C:2]2[C:3]([C@@H:8]([NH:18][C:19](=[O:31])[CH2:20][C:21]3[C:29]4[C:24](=[CH:25][CH:26]=[C:27]([F:30])[CH:28]=4)[NH:23][CH:22]=3)[CH2:9][C:10]3[CH:11]=[C:12]([F:17])[CH:13]=[C:14]([F:16])[CH:15]=3)=[N:4][CH:5]=[CH:6][CH:7]=2)[CH:36]=[CH:37][C:38]=1[F:39]. (2) The product is: [C:1]([C:3]1[C:4]([N:16]2[CH2:19][CH:18]([C:20]([NH:34][S:31]([CH2:30][C:27]3[CH:28]=[CH:29][C:24]([CH3:23])=[CH:25][CH:26]=3)(=[O:32])=[O:33])=[O:21])[CH2:17]2)=[N:5][C:6]([CH2:14][F:15])=[C:7]([CH:8]=1)[C:9]([O:11][CH2:12][CH3:13])=[O:10])#[N:2]. Given the reactants [C:1]([C:3]1[C:4]([N:16]2[CH2:19][CH:18]([C:20](O)=[O:21])[CH2:17]2)=[N:5][C:6]([CH2:14][F:15])=[C:7]([C:9]([O:11][CH2:12][CH3:13])=[O:10])[CH:8]=1)#[N:2].[CH3:23][C:24]1[CH:29]=[CH:28][C:27]([CH2:30][S:31]([NH2:34])(=[O:33])=[O:32])=[CH:26][CH:25]=1, predict the reaction product. (3) Given the reactants [CH:1]1([NH:4][C:5]2[C:10]([C:11]([NH2:13])=[O:12])=[CH:9][N:8]=[C:7]([NH:14][C:15]3[CH:20]=[CH:19][C:18]([CH:21]4[CH2:26][CH2:25][NH:24][CH2:23][CH2:22]4)=[CH:17][CH:16]=3)[N:6]=2)[CH2:3][CH2:2]1.CCN(C(C)C)C(C)C.Br[CH2:37][CH2:38][F:39].C(O)(C(F)(F)F)=O, predict the reaction product. The product is: [CH:1]1([NH:4][C:5]2[C:10]([C:11]([NH2:13])=[O:12])=[CH:9][N:8]=[C:7]([NH:14][C:15]3[CH:20]=[CH:19][C:18]([CH:21]4[CH2:26][CH2:25][N:24]([CH2:37][CH2:38][F:39])[CH2:23][CH2:22]4)=[CH:17][CH:16]=3)[N:6]=2)[CH2:3][CH2:2]1. (4) Given the reactants C(C1[C:4]([NH:11][C@@H:12]2[C:20]3[C:15](=[CH:16][CH:17]=[CH:18]C=3)C[C@@H:13]2O)=[N:5]C(CC)=CN=1)C.Br[C:23]1[C:28]([CH2:29][CH3:30])=[N:27][C:26]([C:31]2[CH:36]=[CH:35][C:34]([Cl:37])=[CH:33][C:32]=2[Cl:38])=[C:25]([CH2:39][CH3:40])[N:24]=1.C(C1C(N)=NC(C)=CC=1)C, predict the reaction product. The product is: [Cl:38][C:32]1[CH:33]=[C:34]([Cl:37])[CH:35]=[CH:36][C:31]=1[C:26]1[N:27]=[C:28]([CH2:29][CH3:30])[C:23]([NH:5][C:4]2[C:16]([CH2:17][CH3:18])=[CH:15][CH:20]=[C:12]([CH3:13])[N:11]=2)=[N:24][C:25]=1[CH2:39][CH3:40]. (5) The product is: [I-:1].[CH2:3]([N+:5]1([CH3:2])[CH2:10][CH2:9][C:8](=[O:11])[CH2:7][CH2:6]1)[CH3:4]. Given the reactants [I:1][CH3:2].[CH2:3]([N:5]1[CH2:10][CH2:9][C:8](=[O:11])[CH2:7][CH2:6]1)[CH3:4], predict the reaction product. (6) Given the reactants [F:1][C:2]1[CH:11]=[CH:10][C:9]([C:12]([NH2:14])=[O:13])=[C:8]2[C:3]=1[CH2:4][CH:5]([N+:15]([O-])=O)[CH2:6][O:7]2.C1COCC1.O.NN.C(Cl)Cl.CO, predict the reaction product. The product is: [NH2:15][CH:5]1[CH2:4][C:3]2[C:8](=[C:9]([C:12]([NH2:14])=[O:13])[CH:10]=[CH:11][C:2]=2[F:1])[O:7][CH2:6]1. (7) Given the reactants Cl[C:2]1[C:3]2[CH:11]=[C:10]([CH:12]3[CH2:17][CH2:16][CH2:15][CH2:14][CH2:13]3)[S:9][C:4]=2[N:5]=[C:6]([CH3:8])[N:7]=1.CN(C=O)C.[CH2:23]([O:25]/[CH:26]=[CH:27]/B1OC(C)(C)C(C)(C)O1)[CH3:24].[O-]P([O-])([O-])=O.[K+].[K+].[K+], predict the reaction product. The product is: [CH:12]1([C:10]2[S:9][C:4]3[N:5]=[C:6]([CH3:8])[N:7]=[C:2](/[CH:24]=[CH:23]/[O:25][CH2:26][CH3:27])[C:3]=3[CH:11]=2)[CH2:17][CH2:16][CH2:15][CH2:14][CH2:13]1. (8) Given the reactants Cl.Cl.Cl.[O:4]1[C:8]2=[C:9]([N:13]3[CH2:18][CH2:17][N:16]([CH2:19][CH2:20][C@H:21]4[CH2:26][CH2:25][C@H:24]([NH2:27])[CH2:23][CH2:22]4)[CH2:15][CH2:14]3)[N:10]=[CH:11][CH:12]=[C:7]2[CH2:6][CH2:5]1.[CH3:28][N:29]([CH3:33])[C:30](Cl)=[O:31], predict the reaction product. The product is: [O:4]1[C:8]2=[C:9]([N:13]3[CH2:18][CH2:17][N:16]([CH2:19][CH2:20][C@H:21]4[CH2:26][CH2:25][C@H:24]([NH:27][C:30](=[O:31])[N:29]([CH3:33])[CH3:28])[CH2:23][CH2:22]4)[CH2:15][CH2:14]3)[N:10]=[CH:11][CH:12]=[C:7]2[CH2:6][CH2:5]1.